Dataset: Forward reaction prediction with 1.9M reactions from USPTO patents (1976-2016). Task: Predict the product of the given reaction. (1) Given the reactants [N:1]1[N:5]2[C:6]([C:10]3[CH:11]=[C:12]([NH:16][C:17](=[O:28])[C:18]4[CH:23]=[CH:22][CH:21]=[C:20]([C:24]([F:27])([F:26])[F:25])[CH:19]=4)[CH:13]=[CH:14][CH:15]=3)=[CH:7][CH2:8][NH:9][C:4]2=[CH:3][CH:2]=1.Cl[C:30]([O:32][CH3:33])=[O:31].CCN(C(C)C)C(C)C, predict the reaction product. The product is: [F:27][C:24]([F:25])([F:26])[C:20]1[CH:19]=[C:18]([CH:23]=[CH:22][CH:21]=1)[C:17]([NH:16][C:12]1[CH:11]=[C:10]([C:6]2[N:5]3[N:1]=[CH:2][CH:3]=[C:4]3[N:9]([C:30]([O:32][CH3:33])=[O:31])[CH2:8][CH:7]=2)[CH:15]=[CH:14][CH:13]=1)=[O:28]. (2) Given the reactants C(=O)([O-])[O-].[Cs+].[Cs+].[CH3:7][N:8]([CH3:15])[C:9]1[CH:14]=[CH:13][CH:12]=[CH:11][CH:10]=1.Br[C:17]1([CH2:28][C:29]2[CH:34]=[CH:33][CH:32]=[C:31]([Cl:35])[CH:30]=2)[C:25]2[C:20](=[CH:21][C:22]([Cl:26])=[CH:23][CH:24]=2)[NH:19][C:18]1=[O:27], predict the reaction product. The product is: [Cl:26][C:22]1[CH:21]=[C:20]2[C:25]([C:17]([CH2:28][C:29]3[CH:34]=[CH:33][CH:32]=[C:31]([Cl:35])[CH:30]=3)([C:12]3[CH:13]=[CH:14][C:9]([N:8]([CH3:15])[CH3:7])=[CH:10][CH:11]=3)[C:18](=[O:27])[NH:19]2)=[CH:24][CH:23]=1.